This data is from Forward reaction prediction with 1.9M reactions from USPTO patents (1976-2016). The task is: Predict the product of the given reaction. (1) Given the reactants [C:1]([C:3]1[CH:4]=[N:5][N:6]2[C:11]([C:12]([F:15])([F:14])[F:13])=[CH:10][C:9]([C:16]3[CH:21]=[CH:20][C:19]([C:22]([F:25])([F:24])[F:23])=[CH:18][CH:17]=3)=[N:8][C:7]=12)#[CH:2].Br[C:27]1[CH:32]=[CH:31][CH:30]=[CH:29][N:28]=1, predict the reaction product. The product is: [N:28]1[CH:29]=[CH:30][CH:31]=[CH:32][C:27]=1[C:2]#[C:1][C:3]1[CH:4]=[N:5][N:6]2[C:11]([C:12]([F:14])([F:13])[F:15])=[CH:10][C:9]([C:16]3[CH:21]=[CH:20][C:19]([C:22]([F:25])([F:24])[F:23])=[CH:18][CH:17]=3)=[N:8][C:7]=12. (2) Given the reactants Br[C:2]1[CH:3]=[C:4]([C@:8]([C@@H:16]2[CH2:21][CH2:20][CH2:19][N:18]([C:22]([NH:24][C@H:25]([CH2:33][N:34]([CH3:44])[C:35]([O:37][CH2:38][CH2:39][Si:40]([CH3:43])([CH3:42])[CH3:41])=[O:36])[CH2:26][CH:27]3[CH2:32][CH2:31][CH2:30][CH2:29][CH2:28]3)=[O:23])[CH2:17]2)([OH:15])[CH2:9][CH2:10][CH2:11][CH2:12][O:13][CH3:14])[CH:5]=[CH:6][CH:7]=1.[C:45]([Cu])#[N:46], predict the reaction product. The product is: [C:45]([C:2]1[CH:3]=[C:4]([C@:8]([C@@H:16]2[CH2:21][CH2:20][CH2:19][N:18]([C:22]([NH:24][C@H:25]([CH2:33][N:34]([CH3:44])[C:35]([O:37][CH2:38][CH2:39][Si:40]([CH3:41])([CH3:42])[CH3:43])=[O:36])[CH2:26][CH:27]3[CH2:32][CH2:31][CH2:30][CH2:29][CH2:28]3)=[O:23])[CH2:17]2)([OH:15])[CH2:9][CH2:10][CH2:11][CH2:12][O:13][CH3:14])[CH:5]=[CH:6][CH:7]=1)#[N:46]. (3) Given the reactants [CH3:1][N:2]1[C:6]([C:7]#[C:8][C:9]2[CH:14]=[CH:13][C:12]([C:15]([F:18])([F:17])[F:16])=[CH:11][CH:10]=2)=[CH:5][CH:4]=[N:3]1, predict the reaction product. The product is: [CH3:1][N:2]1[C:6]([CH2:7][CH2:8][C:9]2[CH:14]=[CH:13][C:12]([C:15]([F:16])([F:18])[F:17])=[CH:11][CH:10]=2)=[CH:5][CH:4]=[N:3]1. (4) Given the reactants [CH3:1][N:2]1[C:10]2[C:5](=[CH:6][CH:7]=[C:8]([C:11]([F:14])([F:13])[F:12])[CH:9]=2)[CH:4]=[C:3]1[C:15]([O:17]CC)=[O:16].[OH-].[Na+].Cl, predict the reaction product. The product is: [CH3:1][N:2]1[C:10]2[C:5](=[CH:6][CH:7]=[C:8]([C:11]([F:13])([F:14])[F:12])[CH:9]=2)[CH:4]=[C:3]1[C:15]([OH:17])=[O:16]. (5) Given the reactants [CH2:1]([O:3][C:4](=[O:25])[CH2:5][CH:6]1[CH2:11][CH2:10][N:9]([C:12]2[C:17]([N+:18]([O-])=O)=[CH:16][C:15]([S:21]([CH3:24])(=[O:23])=[O:22])=[CH:14][N:13]=2)[CH2:8][CH2:7]1)[CH3:2].C(O)C, predict the reaction product. The product is: [CH2:1]([O:3][C:4](=[O:25])[CH2:5][CH:6]1[CH2:11][CH2:10][N:9]([C:12]2[C:17]([NH2:18])=[CH:16][C:15]([S:21]([CH3:24])(=[O:23])=[O:22])=[CH:14][N:13]=2)[CH2:8][CH2:7]1)[CH3:2]. (6) Given the reactants [O:1]1[CH:5]=[CH:4][C:3]([C:6]2[N:11]3[N:12]=[C:13]([NH2:15])[N:14]=[C:10]3[CH:9]=[CH:8][CH:7]=2)=[CH:2]1.[Cl:16][C:17]1[CH:22]=[CH:21][C:20]([C:23]2([C:28](Cl)=[O:29])[CH2:27][CH2:26][CH2:25][CH2:24]2)=[CH:19][CH:18]=1, predict the reaction product. The product is: [Cl:16][C:17]1[CH:18]=[CH:19][C:20]([C:23]2([C:28]([NH:15][C:13]3[N:14]=[C:10]4[CH:9]=[CH:8][CH:7]=[C:6]([C:3]5[CH:4]=[CH:5][O:1][CH:2]=5)[N:11]4[N:12]=3)=[O:29])[CH2:27][CH2:26][CH2:25][CH2:24]2)=[CH:21][CH:22]=1.